From a dataset of Catalyst prediction with 721,799 reactions and 888 catalyst types from USPTO. Predict which catalyst facilitates the given reaction. Reactant: [CH3:1][N:2]1[CH2:7][CH2:6][CH:5]([C:8]2[C:16]3[C:11](=[CH:12][CH:13]=[C:14]([OH:17])[CH:15]=3)[NH:10][CH:9]=2)[CH2:4][CH2:3]1.[H-].[Na+].[C:20]1([S:26](Cl)(=[O:28])=[O:27])[CH:25]=[CH:24][CH:23]=[CH:22][CH:21]=1.O. Product: [CH3:1][N:2]1[CH2:7][CH2:6][CH:5]([C:8]2[C:16]3[C:11](=[CH:12][CH:13]=[C:14]([O:17][S:26]([C:20]4[CH:25]=[CH:24][CH:23]=[CH:22][CH:21]=4)(=[O:28])=[O:27])[CH:15]=3)[NH:10][CH:9]=2)[CH2:4][CH2:3]1. The catalyst class is: 9.